Predict the reaction yield, written as a fraction of the theoretical maximum amount of product (1.0 means a 100% yield; for example, 0.34 means a 34% yield). From a dataset of Reaction yield outcomes from USPTO patents with 853,638 reactions. (1) The reactants are C(Cl)Cl.[C:4]([NH:8][S:9]([C:12]1[CH:17]=[CH:16][CH:15]=[C:14](B2OC(C)(C)C(C)(C)O2)[CH:13]=1)(=[O:11])=[O:10])([CH3:7])([CH3:6])[CH3:5].Br[C:28]1[N:33]=[C:32]([NH:34][C:35]2[CH:39]=[C:38]([CH:40]3[CH2:42][CH2:41]3)[NH:37][N:36]=2)[C:31]([C:43]#[C:44][Si](C)(C)C)=[CH:30][N:29]=1.C([O-])([O-])=O.[Na+].[Na+]. The catalyst is O1CCOCC1.C1C=CC(P(C2C=CC=CC=2)[C-]2C=CC=C2)=CC=1.C1C=CC(P(C2C=CC=CC=2)[C-]2C=CC=C2)=CC=1.Cl[Pd]Cl.[Fe+2]. The product is [C:4]([NH:8][S:9]([C:12]1[CH:17]=[CH:16][CH:15]=[C:14]([C:28]2[N:33]=[C:32]([NH:34][C:35]3[NH:36][N:37]=[C:38]([CH:40]4[CH2:42][CH2:41]4)[CH:39]=3)[C:31]([C:43]#[CH:44])=[CH:30][N:29]=2)[CH:13]=1)(=[O:10])=[O:11])([CH3:5])([CH3:6])[CH3:7]. The yield is 0.230. (2) The reactants are [Cl:1][C:2]1[CH:3]=[C:4]2[C:9](=[CH:10][C:11]=1[Cl:12])[C:8](=[O:13])[NH:7][CH2:6][CH2:5]2.Br[C:15]1[CH:16]=[N:17][CH:18]=[CH:19][C:20]=1[C:21]([F:24])([F:23])[F:22].P([O-])([O-])([O-])=O.[K+].[K+].[K+]. The catalyst is [Cu](I)I.O1CCOCC1. The product is [Cl:1][C:2]1[CH:3]=[C:4]2[C:9](=[CH:10][C:11]=1[Cl:12])[C:8](=[O:13])[N:7]([C:15]1[CH:16]=[N:17][CH:18]=[CH:19][C:20]=1[C:21]([F:24])([F:23])[F:22])[CH2:6][CH2:5]2. The yield is 0.0830. (3) The reactants are O=[C:2]([CH2:10][CH2:11][C:12](=O)[C:13]1[CH:18]=[CH:17][C:16]([N:19]2[CH2:23][CH2:22][O:21][C:20]2=[O:24])=[CH:15][CH:14]=1)[CH2:3][CH2:4][C:5]([O:7][CH2:8][CH3:9])=[O:6].[NH2:26][C:27]1[CH:35]=[CH:34][C:30]([C:31]([NH2:33])=[O:32])=[CH:29][C:28]=1[CH3:36]. The catalyst is CCO.C(S([O-])(=O)=O)(F)(F)F.C(S([O-])(=O)=O)(F)(F)F.[Zn+2]. The product is [C:31]([C:30]1[CH:34]=[CH:35][C:27]([N:26]2[C:12]([C:13]3[CH:18]=[CH:17][C:16]([N:19]4[CH2:23][CH2:22][O:21][C:20]4=[O:24])=[CH:15][CH:14]=3)=[CH:11][CH:10]=[C:2]2[CH2:3][CH2:4][C:5]([O:7][CH2:8][CH3:9])=[O:6])=[C:28]([CH3:36])[CH:29]=1)(=[O:32])[NH2:33]. The yield is 0.390. (4) The reactants are [CH:1]([N:4]1[C:8]([C:9]2[N:18]=[C:17]3[N:11]([CH2:12][CH2:13][O:14][C:15]4[CH:22]=[C:21]([CH:23]5[CH2:28][CH2:27][N:26]([C:29]([CH3:33])([CH3:32])[C:30]#[N:31])[CH2:25][CH2:24]5)[CH:20]=[CH:19][C:16]=43)[CH:10]=2)=[N:7][CH:6]=[N:5]1)([CH3:3])[CH3:2].S(=O)(=O)(O)[OH:35].C(=O)([O-])[O-].[Na+].[Na+]. No catalyst specified. The product is [CH:1]([N:4]1[C:8]([C:9]2[N:18]=[C:17]3[C:16]4[CH:19]=[CH:20][C:21]([CH:23]5[CH2:28][CH2:27][N:26]([C:29]([CH3:33])([CH3:32])[C:30]([NH2:31])=[O:35])[CH2:25][CH2:24]5)=[CH:22][C:15]=4[O:14][CH2:13][CH2:12][N:11]3[CH:10]=2)=[N:7][CH:6]=[N:5]1)([CH3:3])[CH3:2]. The yield is 0.600. (5) The reactants are C([O:8][C:9]1[CH:10]=[C:11]([CH:34]=[CH:35][CH:36]=1)[CH2:12][N:13]1[C:21]2[C:16](=[CH:17][CH:18]=[CH:19][CH:20]=2)[C:15]2([CH2:25][O:24][C:23]3[CH:26]=[C:27]4[C:31](=[CH:32][C:22]2=3)[CH2:30][CH2:29][O:28]4)[C:14]1=[O:33])C1C=CC=CC=1. The catalyst is [Pd].CO. The product is [OH:8][C:9]1[CH:10]=[C:11]([CH:34]=[CH:35][CH:36]=1)[CH2:12][N:13]1[C:21]2[C:16](=[CH:17][CH:18]=[CH:19][CH:20]=2)[C:15]2([CH2:25][O:24][C:23]3[CH:26]=[C:27]4[C:31](=[CH:32][C:22]2=3)[CH2:30][CH2:29][O:28]4)[C:14]1=[O:33]. The yield is 0.930.